Task: Predict the reaction yield, written as a fraction of the theoretical maximum amount of product (1.0 means a 100% yield; for example, 0.34 means a 34% yield).. Dataset: Reaction yield outcomes from USPTO patents with 853,638 reactions (1) The reactants are [CH:1]([C:4]1[CH:11]=[CH:10][C:7]([CH:8]=O)=[CH:6][CH:5]=1)([CH3:3])[CH3:2].[NH2:12][C:13]1[CH:18]=[CH:17][C:16]([C:19]#[N:20])=[CH:15][N:14]=1.C([O:23][C:24](=O)[C:25]([OH:36])=[CH:26][C:27](=[O:35])[C:28]1[CH:33]=[CH:32][C:31]([CH3:34])=[CH:30][CH:29]=1)C. No catalyst specified. The product is [OH:36][C:25]1[C:24](=[O:23])[N:12]([C:13]2[CH:18]=[CH:17][C:16]([C:19]#[N:20])=[CH:15][N:14]=2)[CH:8]([C:7]2[CH:10]=[CH:11][C:4]([CH:1]([CH3:3])[CH3:2])=[CH:5][CH:6]=2)[C:26]=1[C:27](=[O:35])[C:28]1[CH:33]=[CH:32][C:31]([CH3:34])=[CH:30][CH:29]=1. The yield is 0.0200. (2) The reactants are [Cl:1][C:2]1[CH:3]=[C:4]([C:8]2[N:9]=[C:10]([OH:18])[C:11]3[S:17][CH2:16][CH2:15][CH2:14][C:12]=3[N:13]=2)[CH:5]=[CH:6][CH:7]=1.C(N(CC)C(C)C)(C)C.[S:28](O[S:28]([C:31]([F:34])([F:33])[F:32])(=[O:30])=[O:29])([C:31]([F:34])([F:33])[F:32])(=[O:30])=[O:29].C([O-])(O)=O.[Na+]. The catalyst is ClCCl. The product is [Cl:1][C:2]1[CH:3]=[C:4]([C:8]2[N:9]=[C:10]([O:18][S:28]([C:31]([F:34])([F:33])[F:32])(=[O:30])=[O:29])[C:11]3[S:17][CH2:16][CH2:15][CH2:14][C:12]=3[N:13]=2)[CH:5]=[CH:6][CH:7]=1. The yield is 0.810. (3) The reactants are [Cl:1][C:2]1[CH:3]=[CH:4][C:5]([C@:8]([C:17]2[CH:22]=[C:21]([C:23]([F:26])([F:25])[F:24])[CH:20]=[C:19]([F:27])[CH:18]=2)([NH2:16])[CH2:9][C:10]2[CH:15]=[CH:14][CH:13]=[CH:12][CH:11]=2)=[N:6][CH:7]=1.[F:28][C:29]([F:34])([F:33])[C@@H:30]1[CH2:32][O:31]1. The catalyst is C(#N)C. The product is [Cl:1][C:2]1[CH:3]=[CH:4][C:5]([C@@:8]([NH:16][CH2:32][C@@H:30]([OH:31])[C:29]([F:34])([F:33])[F:28])([C:17]2[CH:22]=[C:21]([C:23]([F:26])([F:24])[F:25])[CH:20]=[C:19]([F:27])[CH:18]=2)[CH2:9][C:10]2[CH:11]=[CH:12][CH:13]=[CH:14][CH:15]=2)=[N:6][CH:7]=1. The yield is 0.640.